From a dataset of Catalyst prediction with 721,799 reactions and 888 catalyst types from USPTO. Predict which catalyst facilitates the given reaction. (1) Reactant: [NH:1]1[CH:5]=[CH:4][C:3]([C:6]([OH:8])=O)=[CH:2]1.[NH2:9][CH2:10][C:11]1[C:12]([CH3:26])=[CH:13][C:14]([NH:18][C:19](=[O:25])[O:20][C:21]([CH3:24])([CH3:23])[CH3:22])=[N:15][C:16]=1[CH3:17].CCN(C(C)C)C(C)C.CN(C(ON1N=NC2C=CC=CC1=2)=[N+](C)C)C.F[P-](F)(F)(F)(F)F. Product: [NH:1]1[CH:5]=[CH:4][C:3]([C:6]([NH:9][CH2:10][C:11]2[C:12]([CH3:26])=[CH:13][C:14]([NH:18][C:19](=[O:25])[O:20][C:21]([CH3:22])([CH3:23])[CH3:24])=[N:15][C:16]=2[CH3:17])=[O:8])=[CH:2]1. The catalyst class is: 2. (2) Reactant: [Br:1][C:2]1[CH:7]=[CH:6][C:5]([S:8](Cl)(=[O:10])=[O:9])=[CH:4][CH:3]=1.[C:12]([O:16][C:17]([N:19]1[CH2:24][CH2:23][NH:22][CH2:21][CH2:20]1)=[O:18])([CH3:15])([CH3:14])[CH3:13].C(N(CC)CC)C. Product: [C:12]([O:16][C:17]([N:19]1[CH2:24][CH2:23][N:22]([S:8]([C:5]2[CH:6]=[CH:7][C:2]([Br:1])=[CH:3][CH:4]=2)(=[O:10])=[O:9])[CH2:21][CH2:20]1)=[O:18])([CH3:15])([CH3:13])[CH3:14]. The catalyst class is: 91. (3) Reactant: [CH3:1][C:2]([CH3:21])([CH:10]([O:19][CH3:20])[C:11]1[CH:16]=[CH:15][C:14]([O:17][CH3:18])=[CH:13][CH:12]=1)[CH:3]=[CH:4][CH:5]=[CH:6][C:7]([OH:9])=[O:8]. Product: [CH3:1][C:2]([CH3:21])([CH:10]([O:19][CH3:20])[C:11]1[CH:16]=[CH:15][C:14]([O:17][CH3:18])=[CH:13][CH:12]=1)[CH2:3][CH2:4][CH2:5][CH2:6][C:7]([OH:9])=[O:8]. The catalyst class is: 19. (4) The catalyst class is: 4. Reactant: [Cl:1][C:2]1[CH:3]=[C:4]2[C:8](=[CH:9][CH:10]=1)[N:7]([C@@H:11]([C:26]1[CH:31]=[CH:30][CH:29]=[CH:28][CH:27]=1)[C@H:12]([OH:25])[CH2:13][O:14][S:15]([C:18]1[CH:23]=[CH:22][C:21]([CH3:24])=[CH:20][CH:19]=1)(=[O:17])=[O:16])[CH:6]=[C:5]2[CH3:32].[CH3:33]OS(C(F)(F)F)(=O)=O.C(C1C=C(C)C=C(C(C)(C)C)N=1)(C)(C)C. Product: [Cl:1][C:2]1[CH:3]=[C:4]2[C:8](=[CH:9][CH:10]=1)[N:7]([C@@H:11]([C:26]1[CH:31]=[CH:30][CH:29]=[CH:28][CH:27]=1)[C@H:12]([O:25][CH3:33])[CH2:13][O:14][S:15]([C:18]1[CH:23]=[CH:22][C:21]([CH3:24])=[CH:20][CH:19]=1)(=[O:17])=[O:16])[CH:6]=[C:5]2[CH3:32]. (5) Reactant: BrC1C(=O)NC(C)=CC=1OCC1C=CC(F)=CC=1F.[CH2:20]([O:27][C:28]1[CH:33]=[CH:32][N:31]([C:34]2[CH:41]=[CH:40][C:37]([C:38]#[N:39])=[CH:36][CH:35]=2)[C:30](=[O:42])[C:29]=1[Br:43])[C:21]1[CH:26]=[CH:25][CH:24]=[CH:23][CH:22]=1.C(=O)([O-])[O-].[Cs+].[Cs+].FC1C=CC(C#N)=CC=1. Product: [CH2:20]([O:27][C:28]1[CH:33]=[CH:32][N:31]([C:34]2[CH:35]=[CH:36][C:37]([C:38]#[N:39])=[CH:40][CH:41]=2)[C:30](=[O:42])[C:29]=1[Br:43])[C:21]1[CH:22]=[CH:23][CH:24]=[CH:25][CH:26]=1. The catalyst class is: 16. (6) Product: [CH:1]([C:4]1[C:13]2[CH:14]=[CH:15][C:16]([C:18]([NH2:24])=[O:19])=[CH:17][C:12]=2[C:11]2[C:10](=[O:21])[NH:9][CH:8]=[CH:7][C:6]=2[N:5]=1)([CH3:3])[CH3:2]. The catalyst class is: 3. Reactant: [CH:1]([C:4]1[C:13]2[CH:14]=[CH:15][C:16]([C:18](O)=[O:19])=[CH:17][C:12]=2[C:11]2[C:10](=[O:21])[NH:9][CH:8]=[CH:7][C:6]=2[N:5]=1)([CH3:3])[CH3:2].C(N1C=CN=C1)([N:24]1C=CN=C1)=O.[OH-].[NH4+]. (7) Reactant: [I:1]N1C(=O)CCC1=O.[NH2:9][C:10]1[CH:19]=[CH:18][C:17]([Br:20])=[CH:16][C:11]=1[C:12]([O:14][CH3:15])=[O:13]. Product: [NH2:9][C:10]1[C:19]([I:1])=[CH:18][C:17]([Br:20])=[CH:16][C:11]=1[C:12]([O:14][CH3:15])=[O:13]. The catalyst class is: 55. (8) Reactant: [NH2:1][CH2:2][C:3]1[NH:7][N:6]=[C:5]([C:8]2[CH:13]=[CH:12][C:11]([F:14])=[CH:10][CH:9]=2)[C:4]=1[C:15]1[CH:20]=[CH:19][N:18]=[CH:17][CH:16]=1.[N+](C1C=CC([C:30]([O-])=[O:31])=CC=1)([O-])=O. Product: [CH:30]([NH:1][CH2:2][C:3]1[NH:7][N:6]=[C:5]([C:8]2[CH:9]=[CH:10][C:11]([F:14])=[CH:12][CH:13]=2)[C:4]=1[C:15]1[CH:16]=[CH:17][N:18]=[CH:19][CH:20]=1)=[O:31]. The catalyst class is: 4.